This data is from Reaction yield outcomes from USPTO patents with 853,638 reactions. The task is: Predict the reaction yield, written as a fraction of the theoretical maximum amount of product (1.0 means a 100% yield; for example, 0.34 means a 34% yield). The reactants are [ClH:1].[NH2:2][C:3]1[CH:8]=[CH:7][C:6]([OH:9])=[C:5](Cl)[CH:4]=1.[H-].[Na+].Cl[C:14]1[CH:19]=[CH:18][N:17]=[C:16]([C:20]([NH2:22])=[O:21])[CH:15]=1. The catalyst is CS(C)=O.O. The product is [NH2:2][C:3]1[CH:8]=[CH:7][C:6]([O:9][C:14]2[CH:19]=[CH:18][N:17]=[C:16]([C:20]([NH2:22])=[O:21])[CH:15]=2)=[CH:5][C:4]=1[Cl:1]. The yield is 0.290.